From a dataset of Peptide-MHC class I binding affinity with 185,985 pairs from IEDB/IMGT. Regression. Given a peptide amino acid sequence and an MHC pseudo amino acid sequence, predict their binding affinity value. This is MHC class I binding data. (1) The MHC is HLA-A31:01 with pseudo-sequence HLA-A31:01. The peptide sequence is SADNHPKMIK. The binding affinity (normalized) is 0.675. (2) The peptide sequence is EEFTMVGRR. The MHC is HLA-B58:01 with pseudo-sequence HLA-B58:01. The binding affinity (normalized) is 0.0847. (3) The peptide sequence is AQRAAGPSV. The MHC is HLA-A26:01 with pseudo-sequence HLA-A26:01. The binding affinity (normalized) is 0.213. (4) The peptide sequence is AIFQASMTK. The MHC is HLA-A31:01 with pseudo-sequence HLA-A31:01. The binding affinity (normalized) is 0.173. (5) The peptide sequence is KSNRIPFLY. The MHC is HLA-B15:17 with pseudo-sequence HLA-B15:17. The binding affinity (normalized) is 0.787.